Task: Predict which catalyst facilitates the given reaction.. Dataset: Catalyst prediction with 721,799 reactions and 888 catalyst types from USPTO (1) Reactant: [NH2:1][CH2:2][CH2:3][CH:4]([C:6]1[CH:10]=[CH:9][S:8][CH:7]=1)[OH:5].[CH3:11][C:12]([O:15][C:16](O[C:16]([O:15][C:12]([CH3:14])([CH3:13])[CH3:11])=[O:17])=[O:17])([CH3:14])[CH3:13]. Product: [C:12]([O:15][C:16](=[O:17])[NH:1][CH2:2][CH2:3][CH:4]([OH:5])[C:6]1[CH:10]=[CH:9][S:8][CH:7]=1)([CH3:14])([CH3:13])[CH3:11]. The catalyst class is: 1. (2) Reactant: [CH3:1][C:2]1[C:3]2[N:4]([N:12]=[C:13]([C:15]3[CH:20]=[CH:19][CH:18]=[CH:17][CH:16]=3)[N:14]=2)[CH:5]=[CH:6][C:7]=1[C:8]([O:10]C)=[O:9].O.[OH-].[Li+].Cl. Product: [CH3:1][C:2]1[C:3]2[N:4]([N:12]=[C:13]([C:15]3[CH:20]=[CH:19][CH:18]=[CH:17][CH:16]=3)[N:14]=2)[CH:5]=[CH:6][C:7]=1[C:8]([OH:10])=[O:9]. The catalyst class is: 30. (3) Reactant: [CH3:1][O:2][C:3]([C:5]1[CH:10]=[CH:9][C:8]([OH:11])=[CH:7][N:6]=1)=[O:4].[H-].[Na+].FC(F)(F)S(O[CH2:20][C:21]([F:24])([F:23])[F:22])(=O)=O. Product: [CH3:1][O:2][C:3]([C:5]1[CH:10]=[CH:9][C:8]([O:11][CH2:20][C:21]([F:24])([F:23])[F:22])=[CH:7][N:6]=1)=[O:4]. The catalyst class is: 3. (4) Reactant: C[O:2][C:3]([C:5]1([NH:14][C:15](=[O:35])[C:16]2[CH:21]=[CH:20][C:19]([O:22][CH3:23])=[C:18]([O:24][CH2:25][CH2:26][C:27]3[CH:32]=[CH:31][CH:30]=[C:29]([S:33][CH3:34])[CH:28]=3)[CH:17]=2)[CH2:13][C:12]2[C:7](=[CH:8][CH:9]=[CH:10][CH:11]=2)[CH2:6]1)=[O:4].[OH-].[Li+]. Product: [CH3:23][O:22][C:19]1[CH:20]=[CH:21][C:16]([C:15]([NH:14][C:5]2([C:3]([OH:4])=[O:2])[CH2:6][C:7]3[C:12](=[CH:11][CH:10]=[CH:9][CH:8]=3)[CH2:13]2)=[O:35])=[CH:17][C:18]=1[O:24][CH2:25][CH2:26][C:27]1[CH:32]=[CH:31][CH:30]=[C:29]([S:33][CH3:34])[CH:28]=1. The catalyst class is: 12. (5) Reactant: Br[C:2]1[S:6][C:5]([C:7]([O:9][CH3:10])=[O:8])=[C:4]([CH3:11])[CH:3]=1.[CH3:12][O:13][C@H:14]1[C@@H:19]([NH:20][C:21](=[O:30])[O:22][CH2:23][C:24]2[CH:29]=[CH:28][CH:27]=[CH:26][CH:25]=2)[CH2:18][CH2:17][NH:16][CH2:15]1.C1C=CC(P(C2C(C3C(P(C4C=CC=CC=4)C4C=CC=CC=4)=CC=C4C=3C=CC=C4)=C3C(C=CC=C3)=CC=2)C2C=CC=CC=2)=CC=1.C(=O)([O-])[O-].[Cs+].[Cs+]. Product: [CH2:23]([O:22][C:21]([NH:20][C@H:19]1[CH2:18][CH2:17][N:16]([C:2]2[S:6][C:5]([C:7]([O:9][CH3:10])=[O:8])=[C:4]([CH3:11])[CH:3]=2)[CH2:15][C@H:14]1[O:13][CH3:12])=[O:30])[C:24]1[CH:25]=[CH:26][CH:27]=[CH:28][CH:29]=1. The catalyst class is: 167. (6) Reactant: [CH3:1][O:2][C:3]1[CH:8]=[C:7]([O:9][CH3:10])[CH:6]=[CH:5][C:4]=1[C:11](=[O:23])[CH2:12][C:13]1[CH:18]=[CH:17][C:16]([O:19][CH3:20])=[C:15]([O:21][CH3:22])[CH:14]=1.C=O.Cl.[CH3:27]NC.C(=O)([O-])[O-].[Na+].[Na+]. Product: [CH3:1][O:2][C:3]1[CH:8]=[C:7]([O:9][CH3:10])[CH:6]=[CH:5][C:4]=1[C:11](=[O:23])[C:12]([C:13]1[CH:18]=[CH:17][C:16]([O:19][CH3:20])=[C:15]([O:21][CH3:22])[CH:14]=1)=[CH2:27]. The catalyst class is: 7.